This data is from Catalyst prediction with 721,799 reactions and 888 catalyst types from USPTO. The task is: Predict which catalyst facilitates the given reaction. (1) Reactant: [C:1]([O:5][C:6]([N:8]1[CH2:13][CH2:12][N:11]([C:14]([O:16][C:17]([CH3:20])([CH3:19])[CH3:18])=[O:15])[CH2:10][C@@H:9]1[C:21]([OH:23])=O)=[O:7])([CH3:4])([CH3:3])[CH3:2].Cl.[CH:25]12[NH:32][CH:29]([CH2:30][CH2:31]1)[CH2:28][O:27][CH2:26]2.CCN(C(C)C)C(C)C.CN(C(ON1N=NC2C=CC=NC1=2)=[N+](C)C)C.F[P-](F)(F)(F)(F)F. Product: [C@@H:29]12[N:32]([C:21]([C@H:9]3[CH2:10][N:11]([C:14]([O:16][C:17]([CH3:19])([CH3:20])[CH3:18])=[O:15])[CH2:12][CH2:13][N:8]3[C:6]([O:5][C:1]([CH3:2])([CH3:4])[CH3:3])=[O:7])=[O:23])[C@@H:25]([CH2:31][CH2:30]1)[CH2:26][O:27][CH2:28]2. The catalyst class is: 173. (2) Product: [Br:1][C:2]1[C:10]2[O:9][CH2:8][C:7]([CH3:11])([CH3:12])[C:6]=2[CH:5]=[C:4]([C:13]([OH:15])=[O:14])[CH:3]=1. Reactant: [Br:1][C:2]1[C:10]2[O:9][CH2:8][C:7]([CH3:12])([CH3:11])[C:6]=2[CH:5]=[C:4]([CH:13]=[O:14])[CH:3]=1.[O-:15][Mn](=O)(=O)=O.[K+]. The catalyst class is: 95. (3) Reactant: [CH:1]1([CH2:11][C:12]([O:14]CC)=[O:13])[C:10]2[C:5](=[CH:6][CH:7]=[CH:8][CH:9]=2)[CH2:4][CH2:3][CH2:2]1.[OH-].[Na+]. Product: [CH:1]1([CH2:11][C:12]([OH:14])=[O:13])[C:10]2[C:5](=[CH:6][CH:7]=[CH:8][CH:9]=2)[CH2:4][CH2:3][CH2:2]1. The catalyst class is: 8. (4) Reactant: [CH:1]1[CH:6]=[CH:5][C:4]([CH2:7][O:8][C:9](Cl)=[O:10])=[CH:3][CH:2]=1.[CH2:12]([NH2:16])[CH2:13][CH:14]=[CH2:15].C(N(CC)CC)C.O. Product: [CH2:12]([NH:16][C:9](=[O:10])[O:8][CH2:7][C:4]1[CH:5]=[CH:6][CH:1]=[CH:2][CH:3]=1)[CH2:13][CH:14]=[CH2:15]. The catalyst class is: 54. (5) Reactant: [CH3:1][O:2][C:3]1[CH:11]=[CH:10][CH:9]=[C:5]([C:6](O)=[O:7])[C:4]=1[OH:12].S(Cl)([Cl:15])=O.CN(C=O)C. Product: [OH:12][C:4]1[C:3]([O:2][CH3:1])=[CH:11][CH:10]=[CH:9][C:5]=1[C:6]([Cl:15])=[O:7]. The catalyst class is: 4. (6) Reactant: [CH3:1][O:2][CH2:3][C:4]1[CH:9]=[C:8]([C:10]2[O:14][N:13]=[C:12]([C:15]3[CH:16]=[C:17]([CH2:21][CH2:22][N:23]([CH3:32])[CH2:24][C:25]([O:27]C(C)(C)C)=[O:26])[CH:18]=[CH:19][CH:20]=3)[N:11]=2)[CH:7]=[CH:6][C:5]=1[C:33]1[CH:38]=[CH:37][CH:36]=[CH:35][C:34]=1[CH3:39].Cl. Product: [CH3:1][O:2][CH2:3][C:4]1[CH:9]=[C:8]([C:10]2[O:14][N:13]=[C:12]([C:15]3[CH:16]=[C:17]([CH2:21][CH2:22][N:23]([CH2:24][C:25]([OH:27])=[O:26])[CH3:32])[CH:18]=[CH:19][CH:20]=3)[N:11]=2)[CH:7]=[CH:6][C:5]=1[C:33]1[CH:38]=[CH:37][CH:36]=[CH:35][C:34]=1[CH3:39]. The catalyst class is: 12. (7) Reactant: [C:1]([NH:11][CH2:12][CH2:13][C:14]([OH:16])=O)([O:3][CH2:4][C:5]1[CH:10]=[CH:9][CH:8]=[CH:7][CH:6]=1)=[O:2].C(Cl)(=O)C([Cl:20])=O. The catalyst class is: 2. Product: [C:1]([NH:11][CH2:12][CH2:13][C:14]([Cl:20])=[O:16])([O:3][CH2:4][C:5]1[CH:10]=[CH:9][CH:8]=[CH:7][CH:6]=1)=[O:2]. (8) Reactant: [CH3:1][C:2]([CH3:28])([CH3:27])[CH2:3][O:4][C:5]([C:7]1[CH:8]=[C:9]([C:21]#[C:22][Si](C)(C)C)[CH:10]=[C:11]2[C:16]=1[O:15][C:14]([CH3:18])([CH3:17])[CH2:13][C:12]2([CH3:20])[CH3:19])=[O:6].C(=O)([O-])[O-].[K+].[K+]. Product: [CH3:1][C:2]([CH3:28])([CH3:27])[CH2:3][O:4][C:5]([C:7]1[CH:8]=[C:9]([C:21]#[CH:22])[CH:10]=[C:11]2[C:16]=1[O:15][C:14]([CH3:17])([CH3:18])[CH2:13][C:12]2([CH3:20])[CH3:19])=[O:6]. The catalyst class is: 5. (9) Reactant: [F:1][C:2]([F:24])([F:23])[C:3]1[CH:8]=[CH:7][N:6]=[CH:5][C:4]=1[N:9]1[CH2:18][CH2:17][C:16]2[C:11](=[CH:12][C:13]3[NH:21]N=[CH:19][C:14]=3[CH:15]=2)[C:10]1=[O:22]. Product: [NH2:21][C:13]1[CH:12]=[C:11]2[C:16]([CH2:17][CH2:18][N:9]([C:4]3[CH:5]=[N:6][CH:7]=[CH:8][C:3]=3[C:2]([F:24])([F:23])[F:1])[C:10]2=[O:22])=[CH:15][C:14]=1[CH3:19]. The catalyst class is: 19. (10) The catalyst class is: 199. Reactant: [C:1]([NH:4][CH:5]([C:11]([O:13][CH2:14][CH3:15])=[O:12])[C:6]([O:8][CH2:9][CH3:10])=[O:7])(=[O:3])[CH3:2].CC[O-].[Na+].[CH2:20]([C:28]1[CH:33]=[CH:32][C:31]([CH2:34][CH2:35]I)=[CH:30][CH:29]=1)[CH2:21][CH2:22][CH2:23][CH2:24][CH2:25][CH2:26][CH3:27]. Product: [C:1]([NH:4][C:5]([CH2:35][CH2:34][C:31]1[CH:30]=[CH:29][C:28]([CH2:20][CH2:21][CH2:22][CH2:23][CH2:24][CH2:25][CH2:26][CH3:27])=[CH:33][CH:32]=1)([C:11]([O:13][CH2:14][CH3:15])=[O:12])[C:6]([O:8][CH2:9][CH3:10])=[O:7])(=[O:3])[CH3:2].